Dataset: Forward reaction prediction with 1.9M reactions from USPTO patents (1976-2016). Task: Predict the product of the given reaction. Given the reactants [Br:1][C:2]1[CH:7]=[CH:6][C:5]([N+:8]([O-:10])=[O:9])=[C:4](F)[CH:3]=1.[CH2:12]([NH:16][CH2:17][C:18]([OH:20])=[O:19])[CH2:13][CH2:14][CH3:15].O, predict the reaction product. The product is: [Br:1][C:2]1[CH:7]=[CH:6][C:5]([N+:8]([O-:10])=[O:9])=[C:4]([N:16]([CH2:17][C:18]([OH:20])=[O:19])[CH2:12][CH2:13][CH2:14][CH3:15])[CH:3]=1.